The task is: Predict which catalyst facilitates the given reaction.. This data is from Catalyst prediction with 721,799 reactions and 888 catalyst types from USPTO. (1) Reactant: [CH:1]1([O:7][CH2:8][C:9]([CH2:15][O:16][CH3:17])([CH:12]([CH3:14])[CH3:13])[CH2:10][OH:11])[CH2:6][CH2:5][CH2:4][CH2:3][CH2:2]1.[H-].[Na+].[CH3:20]I. Product: [CH:1]1([O:7][CH2:8][C:9]([CH2:10][O:11][CH3:20])([CH2:15][O:16][CH3:17])[CH:12]([CH3:14])[CH3:13])[CH2:6][CH2:5][CH2:4][CH2:3][CH2:2]1. The catalyst class is: 1. (2) Reactant: [CH3:1][O:2][C:3]1[CH:8]=[CH:7][C:6]([S:9]([N:12]2[C:20]3[C:15](=[CH:16][CH:17]=[CH:18][CH:19]=3)[CH2:14][CH:13]2[C:21]([OH:23])=O)(=[O:11])=[O:10])=[CH:5][CH:4]=1.ClC(OCC)=O.CN1CCOCC1.C[Si](C)(C)[O:39][NH2:40].C(O)(=O)CC(CC(O)=O)(C(O)=O)O. Product: [CH3:1][O:2][C:3]1[CH:8]=[CH:7][C:6]([S:9]([N:12]2[C:20]3[C:15](=[CH:16][CH:17]=[CH:18][CH:19]=3)[CH2:14][CH:13]2[C:21]([NH:40][OH:39])=[O:23])(=[O:11])=[O:10])=[CH:5][CH:4]=1. The catalyst class is: 675. (3) Reactant: [C:1]([N:8]1[CH:12]=[CH:11][N:10]=[CH:9]1)([N:3]1[CH:7]=[CH:6]N=[CH:4]1)=[O:2].N1CC[O:16][CH2:15]C1. Product: [N:8]1([C:1]([N:3]2[CH2:7][CH2:6][O:16][CH2:15][CH2:4]2)=[O:2])[CH:12]=[CH:11][N:10]=[CH:9]1. The catalyst class is: 7. (4) Reactant: [F:1][C:2]1[CH:7]=[C:6](I)[CH:5]=[CH:4][C:3]=1[CH2:9][C:10]([O:12][CH3:13])=[O:11].C(=O)([O-])[O-].[K+].[K+].[OH:20][C:21]1[CH:26]=[CH:25][CH:24]=[CH:23][N:22]=1. Product: [CH3:13][O:12][C:10](=[O:11])[CH2:9][C:3]1[CH:4]=[CH:5][C:6]([N:22]2[CH:23]=[CH:24][CH:25]=[CH:26][C:21]2=[O:20])=[CH:7][C:2]=1[F:1]. The catalyst class is: 156.